From a dataset of Catalyst prediction with 721,799 reactions and 888 catalyst types from USPTO. Predict which catalyst facilitates the given reaction. (1) The catalyst class is: 5. Product: [CH3:27][C:14]1([N:11]2[CH2:12][CH2:13][NH:8][C@@H:9]([CH3:28])[CH2:10]2)[CH2:19][CH2:18][N:17]([C:20]([O:22][C:23]([CH3:24])([CH3:25])[CH3:26])=[O:21])[CH2:16][CH2:15]1. Reactant: C([N:8]1[CH2:13][CH2:12][N:11]([C:14]2([CH3:27])[CH2:19][CH2:18][N:17]([C:20]([O:22][C:23]([CH3:26])([CH3:25])[CH3:24])=[O:21])[CH2:16][CH2:15]2)[CH2:10][C@@H:9]1[CH3:28])C1C=CC=CC=1.C(O)(=O)C. (2) Reactant: CS(Cl)(=O)=O.[Cl:6][C:7]1[CH:8]=[C:9]([CH:27]=[CH:28][C:29]=1[O:30][CH2:31][C:32]1[CH:37]=[CH:36][CH:35]=[C:34]([F:38])[CH:33]=1)[NH:10][C:11]1[C:16]([C:17]#[C:18][C:19]2[N:24]=[C:23]([CH2:25]O)[CH:22]=[CH:21][CH:20]=2)=[CH:15][N:14]=[CH:13][N:12]=1.[NH2:39][CH2:40][CH2:41][NH:42][C:43](=[O:45])[CH3:44].O. Product: [Cl:6][C:7]1[CH:8]=[C:9]([CH:27]=[CH:28][C:29]=1[O:30][CH2:31][C:32]1[CH:37]=[CH:36][CH:35]=[C:34]([F:38])[CH:33]=1)[NH:10][C:11]1[C:16]([C:17]#[C:18][C:19]2[N:24]=[C:23]([CH2:25][NH:39][CH2:40][CH2:41][NH:42][C:43](=[O:45])[CH3:44])[CH:22]=[CH:21][CH:20]=2)=[CH:15][N:14]=[CH:13][N:12]=1. The catalyst class is: 2. (3) Reactant: [C:1]1([C:5]([OH:7])=[O:6])[CH2:4][CH2:3][CH:2]=1.C(Cl)(=O)C(Cl)=O.[Cl:14][CH2:15][CH2:16][CH2:17][CH2:18]O.C(N(CC)CC)C.C1(C(Cl)=O)CCC=1. Product: [Cl:14][CH2:15][CH2:16][CH2:17][CH2:18][O:6][C:5]([C:1]1[CH2:4][CH2:3][CH:2]=1)=[O:7]. The catalyst class is: 2.